This data is from Reaction yield outcomes from USPTO patents with 853,638 reactions. The task is: Predict the reaction yield, written as a fraction of the theoretical maximum amount of product (1.0 means a 100% yield; for example, 0.34 means a 34% yield). (1) The reactants are [Si:1]([O:8][CH2:9][C@H:10]([OH:30])[C@H:11]([NH:22][C:23](=[O:29])[O:24][C:25]([CH3:28])([CH3:27])[CH3:26])[C:12]1[CH:17]=[CH:16][C:15]([C:18]([F:21])([F:20])[F:19])=[CH:14][CH:13]=1)([C:4]([CH3:7])([CH3:6])[CH3:5])([CH3:3])[CH3:2].[CH3:31][S:32](Cl)(=[O:34])=[O:33].O. The catalyst is C(Cl)Cl.CN(C)C1C=CN=CC=1. The product is [CH3:31][S:32]([O:30][C@@H:10]([CH2:9][O:8][Si:1]([C:4]([CH3:7])([CH3:6])[CH3:5])([CH3:3])[CH3:2])[C@H:11]([NH:22][C:23]([O:24][C:25]([CH3:28])([CH3:27])[CH3:26])=[O:29])[C:12]1[CH:13]=[CH:14][C:15]([C:18]([F:21])([F:19])[F:20])=[CH:16][CH:17]=1)(=[O:34])=[O:33]. The yield is 0.880. (2) The reactants are [ClH:1].Cl.[N:3]1[N:4]=[C:5]([C:12]2[CH:21]=[CH:20][C:19]3[C:14](=[C:15]([O:22][CH2:23][C:24]4([F:30])[CH2:29][CH2:28][NH:27][CH2:26][CH2:25]4)[CH:16]=[CH:17][CH:18]=3)[N:13]=2)[N:6]2[CH:11]=[CH:10][CH:9]=[CH:8][C:7]=12.[CH2:31](N(CC)CC)C.C=O.O.[BH-](OC(C)=O)(OC(C)=O)OC(C)=O.[Na+].C([O-])(O)=O.[Na+]. The catalyst is ClCCCl.CN(C=O)C. The product is [ClH:1].[ClH:1].[N:3]1[N:4]=[C:5]([C:12]2[CH:21]=[CH:20][C:19]3[C:14](=[C:15]([O:22][CH2:23][C:24]4([F:30])[CH2:29][CH2:28][N:27]([CH3:31])[CH2:26][CH2:25]4)[CH:16]=[CH:17][CH:18]=3)[N:13]=2)[N:6]2[CH:11]=[CH:10][CH:9]=[CH:8][C:7]=12. The yield is 0.291. (3) The reactants are C[O:2][C:3]([C:5]1[S:6][C:7]([C:11](=[O:22])[NH:12][CH:13]([C:15]2[CH:20]=[CH:19][CH:18]=[C:17]([OH:21])[CH:16]=2)[CH3:14])=[CH:8][C:9]=1[CH3:10])=[O:4].O[Li].O. The catalyst is C1COCC1.O. The product is [OH:21][C:17]1[CH:16]=[C:15]([CH:13]([NH:12][C:11]([C:7]2[S:6][C:5]([C:3]([OH:4])=[O:2])=[C:9]([CH3:10])[CH:8]=2)=[O:22])[CH3:14])[CH:20]=[CH:19][CH:18]=1. The yield is 1.00. (4) The reactants are [NH2:1][C@@:2]1([C:11]([OH:13])=[O:12])[CH2:7][CH2:6][C@@H:5]2[C@H:3]1[C@H:4]2[C:8]([OH:10])=[O:9].O1CCOCC1.Cl[C:21]([O:23][CH2:24][CH:25]=[CH2:26])=[O:22]. The catalyst is C([O-])(O)=O.[Na+].O. The product is [CH2:24]([O:23][C:21]([NH:1][C@@:2]1([C:11]([OH:13])=[O:12])[CH2:7][CH2:6][C@@H:5]2[C@H:3]1[C@H:4]2[C:8]([OH:10])=[O:9])=[O:22])[CH:25]=[CH2:26]. The yield is 0.670. (5) The reactants are Cl[C:2]1[N:7]=[C:6]([NH:8][C:9]2[CH:19]=[CH:18][CH:17]=[CH:16][C:10]=2[C:11]([N:13]([CH3:15])[CH3:14])=[O:12])[C:5]([Cl:20])=[CH:4][N:3]=1.[N:21]1([CH2:27][CH2:28][C:29]2[CH:30]=[C:31]([CH:33]=[CH:34][CH:35]=2)[NH2:32])[CH2:26][CH2:25][O:24][CH2:23][CH2:22]1.C(O)(C(F)(F)F)=O. The catalyst is C(O)(C)C. The product is [Cl:20][C:5]1[C:6]([NH:8][C:9]2[CH:19]=[CH:18][CH:17]=[CH:16][C:10]=2[C:11]([N:13]([CH3:15])[CH3:14])=[O:12])=[N:7][C:2]([NH:32][C:31]2[CH:33]=[CH:34][CH:35]=[C:29]([CH2:28][CH2:27][N:21]3[CH2:22][CH2:23][O:24][CH2:25][CH2:26]3)[CH:30]=2)=[N:3][CH:4]=1. The yield is 0.180. (6) The reactants are [CH3:1][C:2]1[CH:11]=[CH:10][C:9]2[C:4](=[CH:5][CH:6]=[CH:7][C:8]=2[CH:12]2[CH2:17][CH2:16][NH:15][CH2:14][CH2:13]2)[N:3]=1.[Cl:18][CH2:19][CH2:20][C:21]1[CH:22]=[CH:23][C:24]2[O:29][CH2:28][C:27](=[O:30])[NH:26][C:25]=2[CH:31]=1. No catalyst specified. The product is [ClH:18].[CH3:1][C:2]1[CH:11]=[CH:10][C:9]2[C:4](=[CH:5][CH:6]=[CH:7][C:8]=2[CH:12]2[CH2:17][CH2:16][N:15]([CH2:19][CH2:20][C:21]3[CH:22]=[CH:23][C:24]4[O:29][CH2:28][C:27](=[O:30])[NH:26][C:25]=4[CH:31]=3)[CH2:14][CH2:13]2)[N:3]=1. The yield is 0.310. (7) The reactants are [C:1]([CH2:3][C:4]([O:6][CH3:7])=[O:5])#[N:2].C(N(C(C)C)CC)(C)C.Br[CH:18]([CH3:28])[C:19]([C:21]1[CH:26]=[CH:25][CH:24]=[CH:23][C:22]=1[F:27])=[O:20]. The catalyst is O1CCCC1. The product is [C:1]([CH:3]([CH:18]([CH3:28])[C:19]([C:21]1[CH:26]=[CH:25][CH:24]=[CH:23][C:22]=1[F:27])=[O:20])[C:4]([O:6][CH3:7])=[O:5])#[N:2]. The yield is 0.800.